From a dataset of Full USPTO retrosynthesis dataset with 1.9M reactions from patents (1976-2016). Predict the reactants needed to synthesize the given product. (1) The reactants are: CO[C:3](=[O:15])[C:4]1[CH:9]=[C:8]([OH:10])[CH:7]=[C:6](OCOC)[CH:5]=1.Br[C:17]1[CH:18]=[CH:19][C:20]([S:23]([CH3:26])(=[O:25])=[O:24])=[N:21][CH:22]=1.[O:27]([CH2:35][C@@H:36]([OH:39])[CH2:37][CH3:38])[Si](C(C)(C)C)(C)C.[NH2:40][C:41]1[CH:45]=[CH:44][N:43]([CH3:46])[N:42]=1. Given the product [OH:27][CH2:35][CH:36]([O:39][C:6]1[CH:7]=[C:8]([O:10][C:17]2[CH:22]=[N:21][C:20]([S:23]([CH3:26])(=[O:25])=[O:24])=[CH:19][CH:18]=2)[CH:9]=[C:4]([CH:5]=1)[C:3]([NH:40][C:41]1[CH:45]=[CH:44][N:43]([CH3:46])[N:42]=1)=[O:15])[CH2:37][CH3:38], predict the reactants needed to synthesize it. (2) Given the product [Br:34][C:33]1[C:25]([S:24][C:5]2[N:6]([CH:11]3[CH2:16][CH2:15][NH:14][CH2:13][CH2:12]3)[C:7]3[C:3]([N:4]=2)=[C:2]([NH2:1])[N:10]=[CH:9][N:8]=3)=[CH:26][C:27]2[O:31][CH2:30][O:29][C:28]=2[CH:32]=1, predict the reactants needed to synthesize it. The reactants are: [NH2:1][C:2]1[N:10]=[CH:9][N:8]=[C:7]2[C:3]=1[N:4]=[C:5]([S:24][C:25]1[C:33]([Br:34])=[CH:32][C:28]3[O:29][CH2:30][O:31][C:27]=3[CH:26]=1)[N:6]2[CH:11]1[CH2:16][CH2:15][N:14](C(OC(C)(C)C)=O)[CH2:13][CH2:12]1.C(O)(C(F)(F)F)=O. (3) Given the product [F:1][C:2]1[CH:7]=[N:6][C:5]2=[CH:8][N:9]([CH2:15][CH2:16][O:17][CH3:18])[N:10]=[C:4]2[C:3]=1[I:11], predict the reactants needed to synthesize it. The reactants are: [F:1][C:2]1[C:3]([I:11])=[C:4]2[NH:10][N:9]=[CH:8][C:5]2=[N:6][CH:7]=1.[H-].[Na+].Br[CH2:15][CH2:16][O:17][CH3:18]. (4) Given the product [C:27]1([O:26][C:24](=[O:25])[NH:1][C:2]2([C:14]3[CH:19]=[CH:18][CH:17]=[CH:16][C:15]=3[O:20][CH2:21][CH3:22])[C:10]3[C:5](=[CH:6][CH:7]=[C:8]([O:11][CH3:12])[CH:9]=3)[NH:4][C:3]2=[O:13])[CH:32]=[CH:31][CH:30]=[CH:29][CH:28]=1, predict the reactants needed to synthesize it. The reactants are: [NH2:1][C:2]1([C:14]2[CH:19]=[CH:18][CH:17]=[CH:16][C:15]=2[O:20][CH2:21][CH3:22])[C:10]2[C:5](=[CH:6][CH:7]=[C:8]([O:11][CH3:12])[CH:9]=2)[NH:4][C:3]1=[O:13].Cl[C:24]([O:26][C:27]1[CH:32]=[CH:31][CH:30]=[CH:29][CH:28]=1)=[O:25]. (5) The reactants are: [Cl:1][C:2]1[CH:3]=[N:4][C:5]2[C:10]([C:11]=1[O:12][CH2:13][C@H:14]1[O:19][CH2:18][C@H:17]([NH:20]C(=O)OC(C)(C)C)[CH2:16][CH2:15]1)=[CH:9][C:8]([O:28][CH3:29])=[CH:7][CH:6]=2.FC1C=NC2C(C=1CC[C@H]1OC[C@H](N)CC1)=NC(OC)=CC=2. Given the product [Cl:1][C:2]1[CH:3]=[N:4][C:5]2[C:10]([C:11]=1[O:12][CH2:13][C@H:14]1[O:19][CH2:18][C@H:17]([NH2:20])[CH2:16][CH2:15]1)=[CH:9][C:8]([O:28][CH3:29])=[CH:7][CH:6]=2, predict the reactants needed to synthesize it.